Dataset: Catalyst prediction with 721,799 reactions and 888 catalyst types from USPTO. Task: Predict which catalyst facilitates the given reaction. (1) Reactant: [Br:1][C:2]1[N:7]=[CH:6][C:5]([CH:8]([C:10]2[C:15]([F:16])=[CH:14][CH:13]=[C:12]([F:17])[C:11]=2[F:18])O)=[C:4]([CH3:19])[CH:3]=1.S(Cl)([Cl:22])=O.CN(C)C=O. Product: [Br:1][C:2]1[CH:3]=[C:4]([CH3:19])[C:5]([CH:8]([Cl:22])[C:10]2[C:15]([F:16])=[CH:14][CH:13]=[C:12]([F:17])[C:11]=2[F:18])=[CH:6][N:7]=1. The catalyst class is: 2. (2) Reactant: [C:1]([C:3]1[CH:4]=[C:5]([C:10]2[S:14][C:13]([C:15]3[CH:23]=[CH:22][CH:21]=[C:20]4[C:16]=3[CH2:17][CH2:18][C@@H:19]4[NH:24][C:25](=[O:31])[O:26][C:27]([CH3:30])([CH3:29])[CH3:28])=[N:12][N:11]=2)[CH:6]=[CH:7][C:8]=1F)#[N:2].[CH3:32][CH:33]([CH3:35])[O-:34].[Na+]. Product: [C:1]([C:3]1[CH:4]=[C:5]([C:10]2[S:14][C:13]([C:15]3[CH:23]=[CH:22][CH:21]=[C:20]4[C:16]=3[CH2:17][CH2:18][C@@H:19]4[NH:24][C:25](=[O:31])[O:26][C:27]([CH3:30])([CH3:29])[CH3:28])=[N:12][N:11]=2)[CH:6]=[CH:7][C:8]=1[O:34][CH:33]([CH3:35])[CH3:32])#[N:2]. The catalyst class is: 41. (3) The catalyst class is: 13. Reactant: [Br:1][C:2]1[S:9][C:8]2[CH:7]=[N:6][N:5](C(=O)C)[C:4]=2[CH:3]=1.O1CCOCC1.C(=O)([O-])[O-].[K+].[K+]. Product: [Br:1][C:2]1[S:9][C:8]2[CH:7]=[N:6][NH:5][C:4]=2[CH:3]=1. (4) Reactant: C([O:8][C:9]1[CH:14]=[CH:13][C:12]([N+:15]([O-])=O)=[CH:11][C:10]=1[NH:18][C:19]1[C:24]([F:25])=[CH:23][N:22]=[C:21]([NH:26][C:27]2[CH:32]=[CH:31][C:30]([O:33][CH2:34][CH2:35][O:36][CH3:37])=[CH:29][CH:28]=2)[N:20]=1)C1C=CC=CC=1. Product: [NH2:15][C:12]1[CH:13]=[CH:14][C:9]([OH:8])=[C:10]([NH:18][C:19]2[C:24]([F:25])=[CH:23][N:22]=[C:21]([NH:26][C:27]3[CH:32]=[CH:31][C:30]([O:33][CH2:34][CH2:35][O:36][CH3:37])=[CH:29][CH:28]=3)[N:20]=2)[CH:11]=1. The catalyst class is: 403. (5) The catalyst class is: 15. Reactant: C[Si](C)(C)N[Si](C)(C)C.[C:10](#[N:14])[CH2:11][C:12]#[N:13].[CH3:15][C:16]([C:18]1[CH:23]=[CH:22][CH:21]=[C:20]([O:24][CH3:25])[CH:19]=1)=O. Product: [CH3:25][O:24][C:20]1[CH:19]=[C:18]([C:16](=[C:11]([C:10]#[N:14])[C:12]#[N:13])[CH3:15])[CH:23]=[CH:22][CH:21]=1. (6) Reactant: CS[C:3]1[N:4]=[CH:5][C:6]2[C:7](=[O:28])[N:8]([C:17]3[C:22]4=[N:23][CH:24]=[CH:25][C:26](=[O:27])[N:21]4[CH:20]=[CH:19][CH:18]=3)[CH2:9][C@@H:10]3[CH2:16][CH2:15][CH2:14][N:11]3[C:12]=2[N:13]=1.C1C=C(Cl)C=C(C(OO)=O)C=1.C(Cl)(Cl)Cl.[CH3:44][NH2:45].C1COCC1. Product: [CH3:44][NH:45][C:3]1[N:4]=[CH:5][C:6]2[C:7](=[O:28])[N:8]([C:17]3[C:22]4=[N:23][CH:24]=[CH:25][C:26](=[O:27])[N:21]4[CH:20]=[CH:19][CH:18]=3)[CH2:9][C@@H:10]3[CH2:16][CH2:15][CH2:14][N:11]3[C:12]=2[N:13]=1. The catalyst class is: 4. (7) Product: [C:50]([C:48]1[CH:49]=[C:45]([NH:44][C:43]([NH:29][C@@H:22]2[C:23]3[C:28](=[CH:27][CH:26]=[CH:25][CH:24]=3)[C@H:19]([O:18][C:15]3[CH:16]=[CH:17][C:12]4[N:13]([C:9]([N:3]5[C@H:2]([CH3:1])[CH2:7][CH2:6][CH2:5][C@@H:4]5[CH3:8])=[N:10][N:11]=4)[CH:14]=3)[CH2:20][CH2:21]2)=[O:42])[N:46]([C:54]2[CH:59]=[CH:58][CH:57]=[C:56]([O:60][CH2:61][CH2:62][O:63][CH:64]3[CH2:69][CH2:68][CH2:67][CH2:66][O:65]3)[CH:55]=2)[N:47]=1)([CH3:53])([CH3:51])[CH3:52]. The catalyst class is: 12. Reactant: [CH3:1][C@H:2]1[CH2:7][CH2:6][CH2:5][C@@H:4]([CH3:8])[N:3]1[C:9]1[N:13]2[CH:14]=[C:15]([O:18][C@H:19]3[C:28]4[C:23](=[CH:24][CH:25]=[CH:26][CH:27]=4)[C@@H:22]([NH2:29])[CH2:21][CH2:20]3)[CH:16]=[CH:17][C:12]2=[N:11][N:10]=1.CCN(C(C)C)C(C)C.ClC(Cl)(Cl)C[O:42][C:43](=O)[NH:44][C:45]1[N:46]([C:54]2[CH:59]=[CH:58][CH:57]=[C:56]([O:60][CH2:61][CH2:62][O:63][CH:64]3[CH2:69][CH2:68][CH2:67][CH2:66][O:65]3)[CH:55]=2)[N:47]=[C:48]([C:50]([CH3:53])([CH3:52])[CH3:51])[CH:49]=1. (8) Reactant: [Br:1][C:2]1[CH:3]=[CH:4][C:5](F)=[C:6]([CH:9]=1)[CH:7]=[O:8].[OH:11][C:12]1[CH:17]=[CH:16][C:15]([CH2:18][CH2:19][CH2:20][OH:21])=[CH:14][CH:13]=1.C([O-])([O-])=O.[K+].[K+]. Product: [Br:1][C:2]1[CH:3]=[CH:4][C:5]([O:11][C:12]2[CH:13]=[CH:14][C:15]([CH2:18][CH2:19][CH2:20][OH:21])=[CH:16][CH:17]=2)=[C:6]([CH:9]=1)[CH:7]=[O:8]. The catalyst class is: 80. (9) Reactant: [CH3:1][N:2]([CH3:22])[C:3]1[CH:8]=[CH:7][C:6]([C:9]2[C:17]3[C:12](=[CH:13][CH:14]=[CH:15][CH:16]=3)[NH:11][C:10]=2[C:18]([NH:20][NH2:21])=[O:19])=[CH:5][CH:4]=1.[Br:23][C:24]1[CH:31]=[CH:30][C:27]([CH:28]=O)=[CH:26][CH:25]=1. Product: [Br:23][C:24]1[CH:31]=[CH:30][C:27]([CH:28]=[N:21][NH:20][C:18]([C:10]2[NH:11][C:12]3[C:17]([C:9]=2[C:6]2[CH:5]=[CH:4][C:3]([N:2]([CH3:22])[CH3:1])=[CH:8][CH:7]=2)=[CH:16][CH:15]=[CH:14][CH:13]=3)=[O:19])=[CH:26][CH:25]=1. The catalyst class is: 8. (10) The catalyst class is: 814. Product: [NH2:16][C:5]1[CH:4]=[CH:3][C:2]([F:1])=[CH:7][C:6]=1[NH:8][C:9](=[O:15])[O:10][C:11]([CH3:13])([CH3:12])[CH3:14]. Reactant: [F:1][C:2]1[CH:3]=[CH:4][C:5]([N+:16]([O-])=O)=[C:6]([NH:8][C:9](=[O:15])[O:10][C:11]([CH3:14])([CH3:13])[CH3:12])[CH:7]=1.